This data is from Full USPTO retrosynthesis dataset with 1.9M reactions from patents (1976-2016). The task is: Predict the reactants needed to synthesize the given product. (1) Given the product [CH3:58][N:59]([CH3:63])[CH2:60][CH2:61][NH:62][C:22]([C:20]1[CH:19]=[CH:18][CH:17]=[C:16]([C:14]2[CH:13]=[N:12][C:11]3[N:10]([N:9]=[CH:8][C:7]=3[C:1]3[CH:6]=[CH:5][CH:4]=[CH:3][CH:2]=3)[CH:15]=2)[N:21]=1)=[O:24], predict the reactants needed to synthesize it. The reactants are: [C:1]1([C:7]2[CH:8]=[N:9][N:10]3[CH:15]=[C:14]([C:16]4[N:21]=[C:20]([C:22]([OH:24])=O)[CH:19]=[CH:18][CH:17]=4)[CH:13]=[N:12][C:11]=23)[CH:6]=[CH:5][CH:4]=[CH:3][CH:2]=1.F[P-](F)(F)(F)(F)F.N1(O[P+](N2CCCC2)(N2CCCC2)N2CCCC2)C2C=CC=CC=2N=N1.[CH3:58][N:59]([CH3:63])[CH2:60][CH2:61][NH2:62].C(N(CC)C(C)C)(C)C. (2) Given the product [F:23][CH:2]([F:1])[CH2:3][O:4][C:5]1[CH:6]=[C:7]2[C:12](=[CH:13][CH:14]=1)[N:11]([CH:15]1[CH2:16][CH2:17][N:18]([CH:24]=[O:25])[CH2:19][CH2:20]1)[C:10](=[O:21])[NH:9][C:8]2=[O:22], predict the reactants needed to synthesize it. The reactants are: [F:1][CH:2]([F:23])[CH2:3][O:4][C:5]1[CH:6]=[C:7]2[C:12](=[CH:13][CH:14]=1)[N:11]([CH:15]1[CH2:20][CH2:19][NH:18][CH2:17][CH2:16]1)[C:10](=[O:21])[NH:9][C:8]2=[O:22].[CH:24]([O-])=[O:25].[NH4+].O. (3) Given the product [OH:21][C:4]1[C:3](=[O:20])[N:12]2[C:7]([C:8]([CH3:14])([CH3:15])[O:9][CH2:10][CH2:11]2)=[N:6][C:5]=1[C:16]([O:18][CH3:19])=[O:17], predict the reactants needed to synthesize it. The reactants are: CO[C:3](=[O:20])[CH2:4][C:5]1([C:16]([O:18][CH3:19])=[O:17])O[N:12]2[C:7]([C:8]([CH3:15])([CH3:14])[O:9][CH2:10][CH2:11]2)=[N:6]1.[OH2:21]. (4) Given the product [Cl:30][C:31]1[N:36]=[C:35]([O:1][C:2]2[CH:29]=[CH:28][CH:27]=[CH:26][C:3]=2[CH2:4][NH:5][C:6]([NH:8][C:9]2[N:13]([C:14]3[CH:19]=[CH:18][C:17]([CH3:20])=[CH:16][CH:15]=3)[N:12]=[C:11]([CH2:21][C:22]([CH3:23])([CH3:24])[CH3:25])[CH:10]=2)=[O:7])[CH:34]=[CH:33][N:32]=1, predict the reactants needed to synthesize it. The reactants are: [OH:1][C:2]1[CH:29]=[CH:28][CH:27]=[CH:26][C:3]=1[CH2:4][NH:5][C:6]([NH:8][C:9]1[N:13]([C:14]2[CH:19]=[CH:18][C:17]([CH3:20])=[CH:16][CH:15]=2)[N:12]=[C:11]([CH2:21][C:22]([CH3:25])([CH3:24])[CH3:23])[CH:10]=1)=[O:7].[Cl:30][C:31]1[N:36]=[C:35](Cl)[CH:34]=[CH:33][N:32]=1.[OH-].[Na+].